Dataset: Reaction yield outcomes from USPTO patents with 853,638 reactions. Task: Predict the reaction yield, written as a fraction of the theoretical maximum amount of product (1.0 means a 100% yield; for example, 0.34 means a 34% yield). (1) The reactants are [CH2:1]1[CH:5]2[CH2:6][NH:7][CH2:8][CH:4]2[CH2:3][N:2]1[C:9]1[N:14]=[C:13]([C:15]([F:18])([F:17])[F:16])[N:12]=[C:11]([N:19]([CH3:21])[CH3:20])[CH:10]=1.[F:22][C:23]1[CH:31]=[CH:30][CH:29]=[C:28]([N:32]2[N:36]=[CH:35][CH:34]=[N:33]2)[C:24]=1[C:25](O)=[O:26].CN(C(ON1N=NC2C=CC=NC1=2)=[N+](C)C)C.F[P-](F)(F)(F)(F)F.CCN(C(C)C)C(C)C. The catalyst is CN(C=O)C.C(OCC)(=O)C. The product is [F:22][C:23]1[CH:31]=[CH:30][CH:29]=[C:28]([N:32]2[N:36]=[CH:35][CH:34]=[N:33]2)[C:24]=1[C:25]([N:7]1[CH2:6][CH:5]2[CH2:1][N:2]([C:9]3[N:14]=[C:13]([C:15]([F:18])([F:17])[F:16])[N:12]=[C:11]([N:19]([CH3:21])[CH3:20])[CH:10]=3)[CH2:3][CH:4]2[CH2:8]1)=[O:26]. The yield is 0.234. (2) The product is [CH2:1]([O:3][C:4](=[O:37])[CH2:5][CH2:6][CH2:7][O:8][C:9]1[C:14]([F:15])=[CH:13][C:12]([C:16]2[C:17]([O:22][CH:23]3[CH2:27][CH2:26][CH:25]([OH:28])[CH2:24]3)=[N:18][CH:19]=[CH:20][CH:21]=2)=[CH:11][C:10]=1[F:36])[CH3:2]. The catalyst is O1CCCC1. The reactants are [CH2:1]([O:3][C:4](=[O:37])[CH2:5][CH2:6][CH2:7][O:8][C:9]1[C:14]([F:15])=[CH:13][C:12]([C:16]2[C:17]([O:22][CH:23]3[CH2:27][CH2:26][CH:25]([O:28][Si](C(C)(C)C)(C)C)[CH2:24]3)=[N:18][CH:19]=[CH:20][CH:21]=2)=[CH:11][C:10]=1[F:36])[CH3:2].CCCC[N+](CCCC)(CCCC)CCCC.[F-]. The yield is 0.760. (3) The yield is 0.592. The catalyst is [N+](CCCC)(CCCC)(CCCC)CCCC.[O-]S(O)(=O)=O.ClCCl. The reactants are [CH3:1][S:2][C:3]1[CH:11]=[C:10]2[C:6]([CH:7]=[CH:8][NH:9]2)=[CH:5][CH:4]=1.[OH-].[Na+].[C:14]1([S:20](Cl)(=[O:22])=[O:21])[CH:19]=[CH:18][CH:17]=[CH:16][CH:15]=1. The product is [CH3:1][S:2][C:3]1[CH:11]=[C:10]2[C:6]([CH:7]=[CH:8][N:9]2[S:20]([C:14]2[CH:19]=[CH:18][CH:17]=[CH:16][CH:15]=2)(=[O:22])=[O:21])=[CH:5][CH:4]=1. (4) The catalyst is O1CCOCC1. The yield is 0.590. The product is [NH2:33][C:34]1[CH:39]=[CH:38][C:37]([C:2]2[CH:3]=[CH:4][C:5]([C:6]([NH:8][C:9]3[CH:14]=[CH:13][C:12]([O:15][C:16]([F:18])([F:19])[F:17])=[C:11]([NH:20][C:21](=[O:29])[CH2:22][N:23]4[CH2:28][CH2:27][O:26][CH2:25][CH2:24]4)[CH:10]=3)=[O:7])=[CH:30][CH:31]=2)=[CH:36][CH:35]=1. The reactants are Br[C:2]1[CH:31]=[CH:30][C:5]([C:6]([NH:8][C:9]2[CH:14]=[CH:13][C:12]([O:15][C:16]([F:19])([F:18])[F:17])=[C:11]([NH:20][C:21](=[O:29])[CH2:22][N:23]3[CH2:28][CH2:27][O:26][CH2:25][CH2:24]3)[CH:10]=2)=[O:7])=[CH:4][CH:3]=1.Cl.[NH2:33][C:34]1[CH:39]=[CH:38][C:37](B(O)O)=[CH:36][CH:35]=1.C(=O)([O-])[O-].[Na+].[Na+]. (5) The reactants are [CH2:1]([O:8][C:9]1[CH:16]=[CH:15][C:12]([CH:13]=O)=[CH:11][C:10]=1[O:17][CH3:18])[C:2]1[CH:7]=[CH:6][CH:5]=[CH:4][CH:3]=1.C([O-])(=O)C.[Na+].Cl.[NH2:25]O.[OH-].[Na+]. The catalyst is C(O)(=O)C. The product is [CH2:1]([O:8][C:9]1[CH:16]=[CH:15][C:12]([C:13]#[N:25])=[CH:11][C:10]=1[O:17][CH3:18])[C:2]1[CH:7]=[CH:6][CH:5]=[CH:4][CH:3]=1. The yield is 0.800. (6) The reactants are [NH2:1][C:2]1[CH:29]=[CH:28][C:5]([O:6][C:7]2[C:16]3[C:11](=[CH:12][C:13]([O:19][CH2:20][CH:21]4[CH2:26][CH2:25][CH2:24][N:23]([CH3:27])[CH2:22]4)=[C:14]([C:17]#[N:18])[CH:15]=3)[N:10]=[CH:9][CH:8]=2)=[CH:4][C:3]=1[Cl:30].[N:31]1[CH:36]=C[CH:34]=[CH:33][CH:32]=1.ClC(OC1C=CC=CC=1)=[O:39].C1(N)CC1.C(=O)(O)[O-].[Na+]. The catalyst is CN(C)C=O.C(OCC)(=O)C. The product is [Cl:30][C:3]1[CH:4]=[C:5]([O:6][C:7]2[C:16]3[C:11](=[CH:12][C:13]([O:19][CH2:20][CH:21]4[CH2:26][CH2:25][CH2:24][N:23]([CH3:27])[CH2:22]4)=[C:14]([C:17]#[N:18])[CH:15]=3)[N:10]=[CH:9][CH:8]=2)[CH:28]=[CH:29][C:2]=1[NH:1][C:36]([NH:31][CH:32]1[CH2:34][CH2:33]1)=[O:39]. The yield is 0.675. (7) The reactants are [CH2:1]([OH:6])[C:2]#[C:3][CH2:4][CH3:5].[S:7](Cl)([C:10]1[CH:16]=[CH:15][C:13]([CH3:14])=[CH:12][CH:11]=1)(=[O:9])=[O:8].[OH-].[K+]. The catalyst is C1COCC1. The product is [CH3:14][C:13]1[CH:15]=[CH:16][C:10]([S:7]([O:6][CH2:1][C:2]#[C:3][CH2:4][CH3:5])(=[O:9])=[O:8])=[CH:11][CH:12]=1. The yield is 0.640.